Dataset: Peptide-MHC class II binding affinity with 134,281 pairs from IEDB. Task: Regression. Given a peptide amino acid sequence and an MHC pseudo amino acid sequence, predict their binding affinity value. This is MHC class II binding data. (1) The peptide sequence is KGSNPNYLALLVKFV. The MHC is HLA-DQA10102-DQB10502 with pseudo-sequence HLA-DQA10102-DQB10502. The binding affinity (normalized) is 0.232. (2) The peptide sequence is RQHGSEEWEPLTKKG. The MHC is DRB1_0901 with pseudo-sequence DRB1_0901. The binding affinity (normalized) is 0.121. (3) The peptide sequence is EGGNIYTKKEAFNVE. The MHC is DRB1_1101 with pseudo-sequence DRB1_1101. The binding affinity (normalized) is 0.409. (4) The peptide sequence is YDKFLANVSTNLTGK. The MHC is DRB1_1101 with pseudo-sequence DRB1_1101. The binding affinity (normalized) is 0.615. (5) The peptide sequence is KKVIQLSRKTFDTEY. The MHC is DRB3_0101 with pseudo-sequence DRB3_0101. The binding affinity (normalized) is 0.446.